Dataset: Experimentally validated miRNA-target interactions with 360,000+ pairs, plus equal number of negative samples. Task: Binary Classification. Given a miRNA mature sequence and a target amino acid sequence, predict their likelihood of interaction. The miRNA is hsa-miR-1261 with sequence AUGGAUAAGGCUUUGGCUU. The protein sequence of the target gene is MEPGCDEFLPPPECPVFEPSWAEFQDPLGYIAKIRPIAEKSGICKIRPPADWQPPFAVEVDNFRFTPRVQRLNELEAQTRVKLNYLDQIAKFWEIQGSSLKIPNVERKILDLYSLSKIVIEEGGYEAICKDRRWARVAQRLHYPPGKNIGSLLRSHYERIIYPYEMFQSGANHVQCNTHPFDNEVKDKEYKPHSIPLRQSVQPSKFSSYSRRAKRLQPDPEPTEEDIEKHPELKKLQIYGPGPKMMGLGLMAKDKDKTVHKKVTCPPTVTVKDEQSGGGNVSSTLLKQHLSLEPCTKTTM.... Result: 0 (no interaction).